From a dataset of Experimentally validated miRNA-target interactions with 360,000+ pairs, plus equal number of negative samples. Binary Classification. Given a miRNA mature sequence and a target amino acid sequence, predict their likelihood of interaction. (1) The miRNA is hsa-miR-298 with sequence AGCAGAAGCAGGGAGGUUCUCCCA. The protein sequence of the target gene is MTEAGKLPLPLPPRLDWFVHTQMGQLAQDGVPEWFHGAISREDAENLLESQPLGSFLIRVSHSHVGYTLSYKAQSSCCHFMVKLLDDGTFMIPGEKVAHTSLDALVTFHQQKPIEPRRELLTQPCRQKDPANVDYEDLFLYSNAVAEEAACPVSAPEEASPKPVLCHQSKERKPSAEMNRITTKEATSSCPPKSPLGETRQKLWRSLKMLPERGQRVRQQLKSHLATVNLSSLLDVRRSTVISGPGTGKGSQDHSGDPTSGDRGYTDPCVATSLKSPSQPQAPKDRKVPTRKAERSVSCI.... Result: 0 (no interaction). (2) The miRNA is mmu-miR-326-3p with sequence CCUCUGGGCCCUUCCUCCAGU. The protein sequence of the target gene is MAGYLPPKGYAPSPPPPYPVPSGYPEPVALHPGPGQAPVPTQVPAPAPGFALFPSPGPVAPGPPAPFVPLPGVPPGLEFLVQIDQILIHQKAERVETFLGWETCNMYELRSGTGQQLGQAAEESNCCARLCCGARRPFRIRLADPGDREVLRLLRPLHCGCSCCPCGLQEMEVQAPPGTTIGHVLQTWHPFLPKFSILDADRQPVLRVVGPCWTCGCGTDTNFEVKTKDESRSVGRISKQWGGLLREALTDADDFGLQFPVDLDVKVKAVLLGATFLIDYMFFEKRGGAGPSAITS. Result: 0 (no interaction). (3) The miRNA is mmu-miR-3069-3p with sequence UUGGACACUAAGUACUGCCACA. The protein sequence of the target gene is MTQGKKKKRAANRSIMLAKKIIIKDGGTPQGIGSPSVYHAVIVIFLEFFAWGLLTAPTLVVLHETFPKHTFLMNGLIQGVKGLLSFLSAPLIGALSDVWGRKSFLLLTVFFTCAPIPLMKISPWWYFAVISVSGVFAVTFSVVFAYVADITQEHERSMAYGLVSATFAASLVTSPAIGAYLGRVYGDSLVVVLATAIALLDICFILVAVPESLPEKMRPASWGAPISWEQADPFASLKKVGQDSIVLLICITVFLSYLPEAGQYSSFFLYLRQIMKFSPESVAAFIAVLGILSIIAQTIV.... Result: 1 (interaction).